Dataset: Aqueous solubility values for 9,982 compounds from the AqSolDB database. Task: Regression/Classification. Given a drug SMILES string, predict its absorption, distribution, metabolism, or excretion properties. Task type varies by dataset: regression for continuous measurements (e.g., permeability, clearance, half-life) or binary classification for categorical outcomes (e.g., BBB penetration, CYP inhibition). For this dataset (solubility_aqsoldb), we predict Y. (1) The compound is c1ccc2c(c1)cc1ccc3cccc4ccc2c1c34. The Y is -8.19 log mol/L. (2) The drug is COCCN(C(=O)CCl)c1c(C)cccc1C. The Y is -2.09 log mol/L.